From a dataset of Catalyst prediction with 721,799 reactions and 888 catalyst types from USPTO. Predict which catalyst facilitates the given reaction. Reactant: [S:1]=[C:2]1[NH:7][C:6]2[NH:8][C:9](=[O:11])[CH2:10][C:5]=2[C:4](=[O:12])[N:3]1[C:13]1[CH:18]=[CH:17][C:16]([O:19][CH2:20][C:21]([F:24])([F:23])[F:22])=[CH:15][CH:14]=1.C(=O)([O-])O.[Na+].I[CH:31]1[CH2:35][CH2:34][CH2:33][CH2:32]1.C(#N)C. Product: [CH:31]1([S:1][C:2]2[N:3]([C:13]3[CH:14]=[CH:15][C:16]([O:19][CH2:20][C:21]([F:24])([F:23])[F:22])=[CH:17][CH:18]=3)[C:4](=[O:12])[C:5]3[CH2:10][C:9](=[O:11])[NH:8][C:6]=3[N:7]=2)[CH2:35][CH2:34][CH2:33][CH2:32]1. The catalyst class is: 13.